From a dataset of Forward reaction prediction with 1.9M reactions from USPTO patents (1976-2016). Predict the product of the given reaction. Given the reactants [CH2:1]([C:3]1[CH:12]=[CH:11][C:10]2[C:5](=[C:6]([O:13][CH3:14])[CH:7]=[CH:8][CH:9]=2)[N:4]=1)[CH3:2].[I:15]I.S([O-])([O-])(=O)=S.[Na+].[Na+].C(=O)([O-])O.[Na+], predict the reaction product. The product is: [CH2:1]([C:3]1[CH:12]=[CH:11][C:10]2[C:5](=[C:6]([O:13][CH3:14])[CH:7]=[CH:8][C:9]=2[I:15])[N:4]=1)[CH3:2].